Dataset: Catalyst prediction with 721,799 reactions and 888 catalyst types from USPTO. Task: Predict which catalyst facilitates the given reaction. (1) Reactant: C([O:5][C:6](=[O:21])[CH2:7][CH2:8][C:9]1[CH:14]=[C:13]([F:15])[C:12]([C:16]([F:19])([F:18])[F:17])=[C:11]([F:20])[CH:10]=1)CCC.[OH-].[Na+]. Product: [F:15][C:13]1[CH:14]=[C:9]([CH2:8][CH2:7][C:6]([OH:21])=[O:5])[CH:10]=[C:11]([F:20])[C:12]=1[C:16]([F:19])([F:17])[F:18]. The catalyst class is: 24. (2) Reactant: Br[CH2:2][C:3]1[CH:15]=[CH:14][CH:13]=[C:12]([N+:16]([O-:18])=[O:17])[C:4]=1[C:5]([O:7][C:8]([CH3:11])([CH3:10])[CH3:9])=[O:6].C[N+]1([O-])CC[O:23]CC1. Product: [CH:2]([C:3]1[CH:15]=[CH:14][CH:13]=[C:12]([N+:16]([O-:18])=[O:17])[C:4]=1[C:5]([O:7][C:8]([CH3:11])([CH3:10])[CH3:9])=[O:6])=[O:23]. The catalyst class is: 10. (3) Reactant: [CH2:1]([N:8]([CH2:14][CH2:15][NH:16][C:17]1[N:18]=[N:19][C:20]([C:25]2[CH:30]=[CH:29][C:28]([F:31])=[CH:27][CH:26]=2)=[C:21]([CH3:24])[C:22]=1[CH3:23])[C:9](=[O:13])[C@H:10](Cl)[CH3:11])[C:2]1[CH:7]=[CH:6][CH:5]=[CH:4][CH:3]=1.[H-].[Na+]. The catalyst class is: 1. Product: [CH2:1]([N:8]1[CH2:14][CH2:15][N:16]([C:17]2[N:18]=[N:19][C:20]([C:25]3[CH:30]=[CH:29][C:28]([F:31])=[CH:27][CH:26]=3)=[C:21]([CH3:24])[C:22]=2[CH3:23])[CH:10]([CH3:11])[C:9]1=[O:13])[C:2]1[CH:7]=[CH:6][CH:5]=[CH:4][CH:3]=1. (4) Reactant: [NH2:1][C:2]1[C:7]([N+:8]([O-])=O)=[CH:6][C:5]([OH:11])=[CH:4][C:3]=1[CH3:12]. Product: [NH2:8][C:7]1[CH:6]=[C:5]([OH:11])[CH:4]=[C:3]([CH3:12])[C:2]=1[NH2:1]. The catalyst class is: 19. (5) Reactant: [NH2:1][C:2]1[C:3]2[N:4]([C:8]([C@H:27]3[CH2:32][CH2:31][C@H:30]([CH2:33]O)[CH2:29][CH2:28]3)=[N:9][C:10]=2[C:11]2[CH:20]=[C:19]3[C:14]([CH:15]=[CH:16][C:17]([C:21]4[CH:26]=[CH:25][CH:24]=[CH:23][CH:22]=4)=[N:18]3)=[CH:13][CH:12]=2)[CH:5]=[CH:6][N:7]=1.[C:35]1(=[O:45])[NH:39][C:38](=[O:40])[C:37]2=[CH:41][CH:42]=[CH:43][CH:44]=[C:36]12.C1(P(C2C=CC=CC=2)C2C=CC=CC=2)C=CC=CC=1.CC(OC(/N=N/C(OC(C)C)=O)=O)C. The catalyst class is: 1. Product: [NH2:1][C:2]1[C:3]2[N:4]([C:8]([C@H:27]3[CH2:32][CH2:31][C@H:30]([CH2:33][N:39]4[C:35](=[O:45])[C:36]5[C:37](=[CH:41][CH:42]=[CH:43][CH:44]=5)[C:38]4=[O:40])[CH2:29][CH2:28]3)=[N:9][C:10]=2[C:11]2[CH:20]=[C:19]3[C:14]([CH:15]=[CH:16][C:17]([C:21]4[CH:26]=[CH:25][CH:24]=[CH:23][CH:22]=4)=[N:18]3)=[CH:13][CH:12]=2)[CH:5]=[CH:6][N:7]=1. (6) Reactant: [NH2:1][CH2:2][C@@H:3]1[C@H:7]([OH:8])[CH2:6][N:5]([CH2:9][CH2:10][N:11]2[C:20]3[C:15](=[N:16][CH:17]=[C:18]([F:21])[CH:19]=3)[CH:14]=[CH:13][C:12]2=[O:22])[CH2:4]1.[Cl:23][C:24]1[C:33]([CH:34]=O)=[N:32][C:31]2[NH:30][C:29](=[O:36])[CH2:28][O:27][C:26]=2[CH:25]=1.C(=O)([O-])[O-].[Na+].[Na+].C(O[BH-](OC(=O)C)OC(=O)C)(=O)C.[Na+]. Product: [ClH:23].[Cl:23][C:24]1[C:33]([CH2:34][NH:1][CH2:2][C@@H:3]2[C@H:7]([OH:8])[CH2:6][N:5]([CH2:9][CH2:10][N:11]3[C:20]4[C:15](=[N:16][CH:17]=[C:18]([F:21])[CH:19]=4)[CH:14]=[CH:13][C:12]3=[O:22])[CH2:4]2)=[N:32][C:31]2[NH:30][C:29](=[O:36])[CH2:28][O:27][C:26]=2[CH:25]=1. The catalyst class is: 61. (7) Reactant: [CH3:1][NH:2][C:3]1[CH:11]=[CH:10][CH:9]=[CH:8][C:4]=1[C:5]([OH:7])=[O:6].[I:12][CH2:13][CH2:14]O.C1(N=C=NC2CCCCC2)CCCCC1. Product: [CH3:1][NH:2][C:3]1[CH:11]=[CH:10][CH:9]=[CH:8][C:4]=1[C:5]([O:7][CH2:14][CH2:13][I:12])=[O:6]. The catalyst class is: 143. (8) Reactant: [CH2:1]1[C:9]2[C:4](=[CH:5][CH:6]=[CH:7][CH:8]=2)[CH2:3][N:2]1[C:10]([NH:12][C:13]1[N:18]=[N:17][C:16]([C:19]([O:21]C)=[O:20])=[CH:15][CH:14]=1)=[O:11].[Li+].[OH-]. The catalyst class is: 200. Product: [CH2:1]1[C:9]2[C:4](=[CH:5][CH:6]=[CH:7][CH:8]=2)[CH2:3][N:2]1[C:10]([NH:12][C:13]1[N:18]=[N:17][C:16]([C:19]([OH:21])=[O:20])=[CH:15][CH:14]=1)=[O:11]. (9) Reactant: [N+:1]([C:4]1[CH:12]=[CH:11][C:7]2[N:8]=[CH:9][NH:10][C:6]=2[CH:5]=1)([O-:3])=[O:2].C([O-])([O-])=O.[K+].[K+].[C:19]1([CH3:29])[CH:24]=[CH:23][C:22]([S:25](Cl)(=[O:27])=[O:26])=[CH:21][CH:20]=1. Product: [N+:1]([C:4]1[CH:12]=[CH:11][C:7]2[N:8]([S:25]([C:22]3[CH:23]=[CH:24][C:19]([CH3:29])=[CH:20][CH:21]=3)(=[O:27])=[O:26])[CH:9]=[N:10][C:6]=2[CH:5]=1)([O-:3])=[O:2]. The catalyst class is: 20.